From a dataset of Reaction yield outcomes from USPTO patents with 853,638 reactions. Predict the reaction yield, written as a fraction of the theoretical maximum amount of product (1.0 means a 100% yield; for example, 0.34 means a 34% yield). The reactants are [CH2:1]=[C:2]1[C:11]2[CH:12]=[CH:13][CH:14]=[CH:15][C:10]=2[C:9]2[CH2:8][CH2:7][C:6](=O)[C:5]=2[C:4]2[CH:17]=[CH:18][CH:19]=[CH:20][C:3]1=2.[BH4-].[Na+]. The catalyst is C(Cl)Cl.CO.O.C1C=CC=CC=1.C1(C)C=CC(S(O)(=O)=O)=CC=1. The product is [CH2:1]=[C:2]1[C:3]2[CH:20]=[CH:19][CH:18]=[CH:17][C:4]=2[C:5]2[CH:6]=[CH:7][CH2:8][C:9]=2[C:10]2[CH:15]=[CH:14][CH:13]=[CH:12][C:11]1=2. The yield is 0.680.